From a dataset of Full USPTO retrosynthesis dataset with 1.9M reactions from patents (1976-2016). Predict the reactants needed to synthesize the given product. (1) Given the product [C:10]([C:11]1[CH:12]=[C:13]([NH2:14])[N:7]([CH2:6][C@@H:2]2[CH2:3][CH2:4][CH2:5][O:1]2)[N:8]=1)([CH3:17])([CH3:16])[CH3:9], predict the reactants needed to synthesize it. The reactants are: [O:1]1[CH2:5][CH2:4][CH2:3][C@H:2]1[CH2:6][NH:7][NH2:8].[CH3:9][C:10]([CH3:17])([CH3:16])[C:11](=O)[CH2:12][C:13]#[N:14]. (2) Given the product [ClH:38].[NH2:30][CH2:29][C:7]1[N:8]([CH2:25][CH:26]([CH3:27])[CH3:28])[C:9](=[O:24])[C:10]2[C:15]([C:6]=1[O:5][CH2:1][CH2:2][CH2:3][CH3:4])=[CH:14][C:13]([C:16]1[S:17][C:18]([C:22]#[N:23])=[C:19]([CH3:21])[N:20]=1)=[CH:12][CH:11]=2, predict the reactants needed to synthesize it. The reactants are: [CH2:1]([O:5][C:6]1[C:15]2[C:10](=[CH:11][CH:12]=[C:13]([C:16]3[S:17][C:18]([C:22]#[N:23])=[C:19]([CH3:21])[N:20]=3)[CH:14]=2)[C:9](=[O:24])[N:8]([CH2:25][CH:26]([CH3:28])[CH3:27])[C:7]=1[CH2:29][NH:30]C(=O)OC(C)(C)C)[CH2:2][CH2:3][CH3:4].[ClH:38]. (3) Given the product [CH:47]([NH:46][C:44](=[O:45])[CH2:43][O:1][C:2]1[CH:3]=[C:4]([C:8]2[N:17]=[C:16]([NH:18][C:19]3[CH:20]=[C:21]4[C:25](=[CH:26][CH:27]=3)[N:24]([C:28]([O:30][C:31]([CH3:33])([CH3:34])[CH3:32])=[O:29])[N:23]=[CH:22]4)[C:15]3[C:10](=[CH:11][C:12]([O:40][CH3:41])=[C:13]([O:35][CH2:36][CH2:37][O:38][CH3:39])[CH:14]=3)[N:9]=2)[CH:5]=[CH:6][CH:7]=1)([CH3:49])[CH3:48], predict the reactants needed to synthesize it. The reactants are: [OH:1][C:2]1[CH:3]=[C:4]([C:8]2[N:17]=[C:16]([NH:18][C:19]3[CH:20]=[C:21]4[C:25](=[CH:26][CH:27]=3)[N:24]([C:28]([O:30][C:31]([CH3:34])([CH3:33])[CH3:32])=[O:29])[N:23]=[CH:22]4)[C:15]3[C:10](=[CH:11][C:12]([O:40][CH3:41])=[C:13]([O:35][CH2:36][CH2:37][O:38][CH3:39])[CH:14]=3)[N:9]=2)[CH:5]=[CH:6][CH:7]=1.Cl[CH2:43][C:44]([NH:46][CH:47]([CH3:49])[CH3:48])=[O:45].C([O-])([O-])=O.[K+].[K+].